From a dataset of Full USPTO retrosynthesis dataset with 1.9M reactions from patents (1976-2016). Predict the reactants needed to synthesize the given product. (1) Given the product [C:1]([C:3](=[CH:23][C:22]1[CH:21]=[C:20]([OH:19])[C:27]([OH:28])=[C:26]([OH:29])[CH:25]=1)[C:4]([NH:6][CH2:7][CH2:8][CH:9]([NH:13][C:14](=[O:18])[C:15]([C:16]#[N:17])=[CH:23][C:22]1[CH:21]=[C:20]([OH:19])[C:27]([OH:28])=[C:26]([OH:29])[CH:25]=1)[CH2:10][CH2:11][CH3:12])=[O:5])#[N:2], predict the reactants needed to synthesize it. The reactants are: [C:1]([CH2:3][C:4]([NH:6][CH2:7][CH2:8][CH:9]([NH:13][C:14](=[O:18])[CH2:15][C:16]#[N:17])[CH2:10][CH2:11][CH3:12])=[O:5])#[N:2].[OH:19][C:20]1[CH:21]=[C:22]([CH:25]=[C:26]([OH:29])[C:27]=1[OH:28])[CH:23]=O. (2) Given the product [OH:17][C:2]([CH3:16])([CH3:1])[CH2:3][O:4][C:5]1([CH3:15])[CH2:14][CH2:13][C:8](=[O:9])[CH2:7][CH2:6]1, predict the reactants needed to synthesize it. The reactants are: [CH3:1][C:2]([OH:17])([CH3:16])[CH2:3][O:4][C:5]1([CH3:15])[CH2:14][CH2:13][C:8]2(OCC[O:9]2)[CH2:7][CH2:6]1.Cl.CC(C)=O. (3) Given the product [Cl:12][C:9]1[CH:10]=[C:11]2[C:6](=[CH:7][CH:8]=1)[N:5]=[CH:4][C:3]([C:13]([O:15][CH2:16][CH3:17])=[O:14])=[C:2]2[NH:18][C:19]1[CH:24]=[CH:23][C:22]([N:25]2[CH2:30][CH2:29][N:28]([C:31](=[O:34])[CH2:32][CH3:33])[CH2:27][CH2:26]2)=[C:21]([C:35]([F:38])([F:37])[F:36])[CH:20]=1, predict the reactants needed to synthesize it. The reactants are: Cl[C:2]1[C:11]2[C:6](=[CH:7][CH:8]=[C:9]([Cl:12])[CH:10]=2)[N:5]=[CH:4][C:3]=1[C:13]([O:15][CH2:16][CH3:17])=[O:14].[NH2:18][C:19]1[CH:24]=[CH:23][C:22]([N:25]2[CH2:30][CH2:29][N:28]([C:31](=[O:34])[CH2:32][CH3:33])[CH2:27][CH2:26]2)=[C:21]([C:35]([F:38])([F:37])[F:36])[CH:20]=1.[OH-].[Na+]. (4) Given the product [OH:19][C:16]1[CH:17]=[CH:18][C:13]([C:5]2[CH:6]=[CH:7][CH:8]=[C:3]([C:1]#[N:2])[CH:4]=2)=[CH:14][CH:15]=1, predict the reactants needed to synthesize it. The reactants are: [C:1]([C:3]1[CH:4]=[C:5](B(O)O)[CH:6]=[CH:7][CH:8]=1)#[N:2].Br[C:13]1[CH:18]=[CH:17][C:16]([OH:19])=[CH:15][CH:14]=1.C(=O)([O-])[O-].[Na+].[Na+]. (5) Given the product [CH2:1]([NH:8][C:9]([C:11]1[S:15][C:14]([N:16]2[CH2:21][CH2:20][CH2:19][CH:18]([CH2:25][C:26]3[CH:31]=[CH:30][C:29]([O:32][CH3:33])=[CH:28][CH:27]=3)[C:17]2=[O:22])=[N:13][C:12]=1[CH3:23])=[O:10])[C:2]1[CH:7]=[CH:6][CH:5]=[CH:4][CH:3]=1, predict the reactants needed to synthesize it. The reactants are: [CH2:1]([NH:8][C:9]([C:11]1[S:15][C:14]([N:16]2[CH2:21][CH2:20][CH2:19][CH2:18][C:17]2=[O:22])=[N:13][C:12]=1[CH3:23])=[O:10])[C:2]1[CH:7]=[CH:6][CH:5]=[CH:4][CH:3]=1.Br[CH2:25][C:26]1[CH:31]=[CH:30][C:29]([O:32][CH3:33])=[CH:28][CH:27]=1.